From a dataset of Full USPTO retrosynthesis dataset with 1.9M reactions from patents (1976-2016). Predict the reactants needed to synthesize the given product. Given the product [F:1][C:2]1[CH:7]=[CH:6][C:5]([F:8])=[CH:4][C:3]=1[C:9]1[N:13]=[C:12]([C@H:14]([NH2:19])[C:15]([CH3:18])([CH3:16])[CH3:17])[N:11]([CH2:27][C:28]2[CH:33]=[CH:32][CH:31]=[C:30]([F:34])[CH:29]=2)[N:10]=1, predict the reactants needed to synthesize it. The reactants are: [F:1][C:2]1[CH:7]=[CH:6][C:5]([F:8])=[CH:4][C:3]=1[C:9]1[N:13]=[C:12]([C@H:14]([NH:19]C(=O)OC(C)(C)C)[C:15]([CH3:18])([CH3:17])[CH3:16])[N:11]([CH2:27][C:28]2[CH:33]=[CH:32][CH:31]=[C:30]([F:34])[CH:29]=2)[N:10]=1.C(O)(C(F)(F)F)=O.